The task is: Predict the product of the given reaction.. This data is from Forward reaction prediction with 1.9M reactions from USPTO patents (1976-2016). (1) Given the reactants [CH3:1][N:2]1[C:6]2=[N:7][CH:8]=[CH:9][CH:10]=[C:5]2[N:4]=[C:3]1S(C)(=O)=O.[CH2:15]([N:17]1[C:25]2[C:20](=[N:21][CH:22]=[C:23]([C:26]#[N:27])[CH:24]=2)[N:19]([C:28]2[CH:33]=[CH:32][C:31]([OH:34])=[CH:30][CH:29]=2)[C:18]1=[O:35])[CH3:16].[H-].[Na+], predict the reaction product. The product is: [CH2:15]([N:17]1[C:25]2[C:20](=[N:21][CH:22]=[C:23]([C:26]#[N:27])[CH:24]=2)[N:19]([C:28]2[CH:33]=[CH:32][C:31]([O:34][C:3]3[N:2]([CH3:1])[C:6]4=[N:7][CH:8]=[CH:9][CH:10]=[C:5]4[N:4]=3)=[CH:30][CH:29]=2)[C:18]1=[O:35])[CH3:16]. (2) Given the reactants [CH2:1]([O:8][C:9]1[CH:15]=[C:14]([F:16])[C:13]([F:17])=[CH:12][C:10]=1[NH2:11])[C:2]1[CH:7]=[CH:6][CH:5]=[CH:4][CH:3]=1.[N:18]([O-])=O.[Na+].O.O.[Sn](Cl)Cl.[OH-].[Na+], predict the reaction product. The product is: [CH2:1]([O:8][C:9]1[CH:15]=[C:14]([F:16])[C:13]([F:17])=[CH:12][C:10]=1[NH:11][NH2:18])[C:2]1[CH:3]=[CH:4][CH:5]=[CH:6][CH:7]=1.